Task: Predict the product of the given reaction.. Dataset: Forward reaction prediction with 1.9M reactions from USPTO patents (1976-2016) (1) Given the reactants [OH:1][C:2]1[CH:3]=[C:4]([CH:8]=[CH:9][C:10]=1[N+:11]([O-:13])=[O:12])[C:5]([OH:7])=[O:6].OS(O)(=O)=O.[CH3:19]O, predict the reaction product. The product is: [CH3:19][O:6][C:5](=[O:7])[C:4]1[CH:8]=[CH:9][C:10]([N+:11]([O-:13])=[O:12])=[C:2]([OH:1])[CH:3]=1. (2) Given the reactants Br[CH:2]([CH2:13][C:14]1[CH:19]=[CH:18][C:17]([F:20])=[CH:16][CH:15]=1)[C:3]([C:5]1[CH:10]=[CH:9][C:8]([O:11][CH3:12])=[CH:7][CH:6]=1)=O.[NH2:21][C:22]([NH2:24])=[S:23].C([O-])(=O)C.[Na+], predict the reaction product. The product is: [F:20][C:17]1[CH:18]=[CH:19][C:14]([CH2:13][C:2]2[S:23][C:22]([NH2:24])=[N:21][C:3]=2[C:5]2[CH:10]=[CH:9][C:8]([O:11][CH3:12])=[CH:7][CH:6]=2)=[CH:15][CH:16]=1. (3) Given the reactants [S:1]([C:5]1[CH:10]=[CH:9][C:8]([NH:11][C:12]([C:14]2[C:15]([CH3:21])=[C:16](Br)[N:17]([CH3:19])[CH:18]=2)=[O:13])=[CH:7][CH:6]=1)(=[O:4])(=[O:3])N.[O:22]([C:29]1[CH:34]=[CH:33][CH:32]=[CH:31][C:30]=1B(O)O)[C:23]1[CH:28]=[CH:27][CH:26]=[CH:25][CH:24]=1.[OH-].[K+].[CH2:40](O)C.CN(C=O)C, predict the reaction product. The product is: [CH3:40][S:1]([C:5]1[CH:10]=[CH:9][C:8]([NH:11][C:12]([C:14]2[C:15]([CH3:21])=[C:16]([C:24]3[CH:25]=[CH:26][CH:27]=[CH:28][C:23]=3[O:22][C:29]3[CH:34]=[CH:33][CH:32]=[CH:31][CH:30]=3)[N:17]([CH3:19])[CH:18]=2)=[O:13])=[CH:7][CH:6]=1)(=[O:4])=[O:3]. (4) Given the reactants [CH2:1]([O:8][C:9]1[CH:14]=[CH:13][C:12]([C:15]2[CH:16]=[C:17]([C:31](O)=[O:32])[C:18]3[C:23]([CH3:24])=[N:22][N:21]([CH:25]4[CH2:30][CH2:29][CH2:28][CH2:27][O:26]4)[C:19]=3[N:20]=2)=[C:11]([F:34])[CH:10]=1)[C:2]1[CH:7]=[CH:6][CH:5]=[CH:4][CH:3]=1.CCN(C(C)C)C(C)C.ClC(OCC)=O, predict the reaction product. The product is: [CH2:1]([O:8][C:9]1[CH:14]=[CH:13][C:12]([C:15]2[N:20]=[C:19]3[N:21]([CH:25]4[CH2:30][CH2:29][CH2:28][CH2:27][O:26]4)[N:22]=[C:23]([CH3:24])[C:18]3=[C:17]([CH2:31][OH:32])[CH:16]=2)=[C:11]([F:34])[CH:10]=1)[C:2]1[CH:7]=[CH:6][CH:5]=[CH:4][CH:3]=1.